This data is from Catalyst prediction with 721,799 reactions and 888 catalyst types from USPTO. The task is: Predict which catalyst facilitates the given reaction. (1) Reactant: [CH3:1][C:2]([CH3:4])=O.[C:5]([O:9][C:10]([N:12]1[CH2:17][CH2:16][NH:15][CH2:14][CH2:13]1)=[O:11])([CH3:8])([CH3:7])[CH3:6].[H][H]. Product: [C:5]([O:9][C:10]([N:12]1[CH2:17][CH2:16][N:15]([CH:2]([CH3:4])[CH3:1])[CH2:14][CH2:13]1)=[O:11])([CH3:8])([CH3:6])[CH3:7]. The catalyst class is: 129. (2) Reactant: C([O:3][P:4]([CH2:9][CH2:10][C:11]([NH:29]C(OCC1C=CC=CC=1)=O)([CH3:28])[CH2:12][CH2:13][C:14]1[CH:19]=[CH:18][C:17]([CH2:20][CH2:21][CH2:22][CH2:23][CH2:24][CH2:25][CH2:26][CH3:27])=[CH:16][CH:15]=1)(=[O:8])[O:5]CC)C.I[Si](C)(C)C.CO. Product: [NH2:29][C:11]([CH3:28])([CH2:12][CH2:13][C:14]1[CH:19]=[CH:18][C:17]([CH2:20][CH2:21][CH2:22][CH2:23][CH2:24][CH2:25][CH2:26][CH3:27])=[CH:16][CH:15]=1)[CH2:10][CH2:9][P:4](=[O:3])([OH:8])[OH:5]. The catalyst class is: 2. (3) Reactant: [CH:1]1([C:4]([NH:6][C:7]2[N:8]=[C:9]3[CH:14]=[CH:13][C:12]([O:15][C:16]4[CH:17]=[CH:18][C:19]([F:32])=[C:20]([NH:22][C:23]([C:25]5[N:29]([CH3:30])[N:28]=[C:27]([CH3:31])[CH:26]=5)=[O:24])[CH:21]=4)=[N:11][N:10]3[CH:33]=2)=[O:5])[CH2:3][CH2:2]1.[CH3:34][S:35]([OH:38])(=[O:37])=[O:36]. Product: [CH3:34][S:35]([OH:38])(=[O:37])=[O:36].[CH:1]1([C:4]([NH:6][C:7]2[N:8]=[C:9]3[CH:14]=[CH:13][C:12]([O:15][C:16]4[CH:17]=[CH:18][C:19]([F:32])=[C:20]([NH:22][C:23]([C:25]5[N:29]([CH3:30])[N:28]=[C:27]([CH3:31])[CH:26]=5)=[O:24])[CH:21]=4)=[N:11][N:10]3[CH:33]=2)=[O:5])[CH2:3][CH2:2]1. The catalyst class is: 8. (4) Reactant: Br[CH2:2][CH2:3][C:4]([OH:6])=[O:5].[SH:7][C:8]1[O:9][C:10]2[CH:16]=[CH:15][CH:14]=[CH:13][C:11]=2[N:12]=1.[OH-].[K+]. Product: [O:9]1[C:10]2[CH:16]=[CH:15][CH:14]=[CH:13][C:11]=2[N:12]=[C:8]1[S:7][CH2:2][CH2:3][C:4]([OH:6])=[O:5]. The catalyst class is: 8.